This data is from Reaction yield outcomes from USPTO patents with 853,638 reactions. The task is: Predict the reaction yield, written as a fraction of the theoretical maximum amount of product (1.0 means a 100% yield; for example, 0.34 means a 34% yield). (1) The product is [CH2:2]([C:6]1[C:14]2[O:13][CH2:12][CH:11]([C:15]3[CH:20]=[CH:19][C:18]([CH:21]([CH3:23])[CH3:22])=[CH:17][CH:16]=3)[C:10]=2[C:9]([CH3:24])=[C:8]([NH:25][C:26](=[O:32])[CH2:27][C:28]([CH3:29])([CH3:31])[CH3:30])[C:7]=1[CH3:33])[CH2:3][CH2:4][CH3:5]. The yield is 0.330. The reactants are O[CH:2]([C:6]1[C:14]2[O:13][CH2:12][CH:11]([C:15]3[CH:20]=[CH:19][C:18]([CH:21]([CH3:23])[CH3:22])=[CH:17][CH:16]=3)[C:10]=2[C:9]([CH3:24])=[C:8]([NH:25][C:26](=[O:32])[CH2:27][C:28]([CH3:31])([CH3:30])[CH3:29])[C:7]=1[CH3:33])[CH2:3][CH2:4][CH3:5]. The catalyst is CCCCCC.C(OCC)(=O)C. (2) The reactants are [Br:1][C:2]1[C:3]([CH3:9])=[C:4]([CH:6]=[CH:7][CH:8]=1)[NH2:5].[F:10][C:11]1[CH:22]=[CH:21][C:14]2[NH:15]C(=O)[O:17][C:18](=O)[C:13]=2[CH:12]=1.C[Al](C)C.Cl. The catalyst is C1(C)C=CC=CC=1. The product is [NH2:15][C:14]1[CH:21]=[CH:22][C:11]([F:10])=[CH:12][C:13]=1[C:18]([NH:5][C:4]1[CH:6]=[CH:7][CH:8]=[C:2]([Br:1])[C:3]=1[CH3:9])=[O:17]. The yield is 0.300. (3) The product is [C:1]([O:5][C:6]([NH:8][C@@H:9]([CH2:13][CH2:14][CH2:15][C:16]([CH3:21])([N+:18]([O-:20])=[O:19])[CH3:17])[C:10]([O:12][CH3:22])=[O:11])=[O:7])([CH3:4])([CH3:2])[CH3:3]. The yield is 0.620. The reactants are [C:1]([O:5][C:6]([NH:8][C@@H:9]([CH2:13][CH2:14][CH2:15][C:16]([CH3:21])([N+:18]([O-:20])=[O:19])[CH3:17])[C:10]([OH:12])=[O:11])=[O:7])([CH3:4])([CH3:3])[CH3:2].[CH3:22]OC(OC)N(C)C. The catalyst is ClCCl.